Dataset: Forward reaction prediction with 1.9M reactions from USPTO patents (1976-2016). Task: Predict the product of the given reaction. Given the reactants [CH3:1][S-:2].[Na+].Cl[C:5]1[C:14]([N+:15]([O-:17])=[O:16])=[CH:13][C:8]([C:9]([O:11][CH3:12])=[O:10])=[CH:7][N:6]=1, predict the reaction product. The product is: [CH3:1][S:2][C:5]1[C:14]([N+:15]([O-:17])=[O:16])=[CH:13][C:8]([C:9]([O:11][CH3:12])=[O:10])=[CH:7][N:6]=1.